Dataset: Forward reaction prediction with 1.9M reactions from USPTO patents (1976-2016). Task: Predict the product of the given reaction. (1) Given the reactants I[C:2]1[CH:25]=[CH:24][C:5]2[NH:6][C:7]([N:9]3[CH2:14][CH2:13][C:12]4([C:22]5[C:17](=[CH:18][CH:19]=[CH:20][CH:21]=5)[C:16](=[O:23])[O:15]4)[CH2:11][CH2:10]3)=[N:8][C:4]=2[CH:3]=1.[CH3:26][N:27]1C(=O)CCC1, predict the reaction product. The product is: [C:26]([C:2]1[CH:25]=[CH:24][C:5]2[NH:6][C:7]([N:9]3[CH2:14][CH2:13][C:12]4([C:22]5[C:17](=[CH:18][CH:19]=[CH:20][CH:21]=5)[C:16](=[O:23])[O:15]4)[CH2:11][CH2:10]3)=[N:8][C:4]=2[CH:3]=1)#[N:27]. (2) Given the reactants [C:1]([O:5][C:6]([N:8]1[CH2:20][C@@H:19]([CH3:21])[N:18]2[C@H:10]([CH2:11][C:12]3[C:17]2=[N:16][C:15]([O:22]CC2C=CC=CC=2)=[CH:14][CH:13]=3)[CH2:9]1)=[O:7])([CH3:4])([CH3:3])[CH3:2], predict the reaction product. The product is: [C:1]([O:5][C:6]([N:8]1[CH2:20][C@@H:19]([CH3:21])[N:18]2[C@H:10]([CH2:11][C:12]3[C:17]2=[N:16][C:15]([OH:22])=[CH:14][CH:13]=3)[CH2:9]1)=[O:7])([CH3:4])([CH3:2])[CH3:3]. (3) Given the reactants [I:1][C:2]#[C:3][C:4]1[CH:8]=[CH:7][S:6][CH:5]=1.[F:9][C:10]([F:22])([F:21])[C:11]1[CH:12]=[C:13]([CH:18]=[CH:19][CH:20]=1)[CH2:14][N:15]=[N+:16]=[N-:17], predict the reaction product. The product is: [I:1][C:2]1[N:15]([CH2:14][C:13]2[CH:18]=[CH:19][CH:20]=[C:11]([C:10]([F:9])([F:22])[F:21])[CH:12]=2)[N:16]=[N:17][C:3]=1[C:4]1[CH:8]=[CH:7][S:6][CH:5]=1. (4) Given the reactants [H-].[Na+].Cl[C:4]1[N:5]=[C:6]([NH:20][CH3:21])[C:7]2[N:8]=[C:9]([NH:16][CH2:17][CH2:18][CH3:19])[N:10]=[C:11]([NH:14][CH3:15])[C:12]=2[N:13]=1.[CH2:22]([OH:25])[CH2:23][CH3:24], predict the reaction product. The product is: [CH3:15][NH:14][C:11]1[C:12]2[N:13]=[C:4]([O:25][CH2:22][CH2:23][CH3:24])[N:5]=[C:6]([NH:20][CH3:21])[C:7]=2[N:8]=[C:9]([NH:16][CH2:17][CH2:18][CH3:19])[N:10]=1. (5) Given the reactants C(O[C:6]([N:8]1[CH2:13][CH2:12][CH:11]([N:14]2[CH:18]=[C:17]([C:19]3[CH:20]=[N:21][CH:22]=[C:23]([C:25]4[C:34]5[C:29](=[N:30][CH:31]=[CH:32][N:33]=5)[N:28]=[C:27]([C:35]5[CH:40]=[CH:39][CH:38]=[CH:37][C:36]=5[F:41])[CH:26]=4)[CH:24]=3)[CH:16]=[N:15]2)[CH2:10][CH2:9]1)=O)(C)(C)C.C=O.[OH-].[Na+], predict the reaction product. The product is: [F:41][C:36]1[CH:37]=[CH:38][CH:39]=[CH:40][C:35]=1[C:27]1[CH:26]=[C:25]([C:23]2[CH:22]=[N:21][CH:20]=[C:19]([C:17]3[CH:16]=[N:15][N:14]([CH:11]4[CH2:12][CH2:13][N:8]([CH3:6])[CH2:9][CH2:10]4)[CH:18]=3)[CH:24]=2)[C:34]2[C:29]([N:28]=1)=[N:30][CH:31]=[CH:32][N:33]=2. (6) Given the reactants [C:1]([N:4]1[CH:10]2[CH:8]([CH:9]2[C:11](OCC)=[O:12])[N:7]([CH2:16][C:17]2[CH:22]=[CH:21][C:20]([F:23])=[CH:19][CH:18]=2)[C:6](=[O:24])[CH2:5]1)(=[O:3])[CH3:2].[BH4-].[Na+].CO, predict the reaction product. The product is: [C:1]([N:4]1[CH:10]2[CH:8]([CH:9]2[CH2:11][OH:12])[N:7]([CH2:16][C:17]2[CH:18]=[CH:19][C:20]([F:23])=[CH:21][CH:22]=2)[C:6](=[O:24])[CH2:5]1)(=[O:3])[CH3:2]. (7) Given the reactants [CH3:1][C:2]([C:4]([CH3:6])=[CH2:5])=[CH2:3].[CH3:7][Si:8]([C:11]#[CH:12])([CH3:10])[CH3:9], predict the reaction product. The product is: [CH3:3][C:2]1[CH2:1][CH:12]=[C:11]([Si:8]([CH3:10])([CH3:9])[CH3:7])[CH2:5][C:4]=1[CH3:6].